Predict the reaction yield, written as a fraction of the theoretical maximum amount of product (1.0 means a 100% yield; for example, 0.34 means a 34% yield). From a dataset of Reaction yield outcomes from USPTO patents with 853,638 reactions. The reactants are Cl[C:2]1[C:11]2[C:6](=[CH:7][C:8]([C:12]([F:15])([F:14])[F:13])=[CH:9][CH:10]=2)[N:5]=[CH:4][CH:3]=1.[NH2:16][C@H:17]1[CH2:22][CH2:21][C@H:20]([NH2:23])[CH2:19][CH2:18]1.[OH-].[Na+]. The catalyst is C(Cl)Cl. The product is [F:13][C:12]([F:15])([F:14])[C:8]1[CH:7]=[C:6]2[C:11]([C:2]([NH:16][C@H:17]3[CH2:22][CH2:21][C@H:20]([NH2:23])[CH2:19][CH2:18]3)=[CH:3][CH:4]=[N:5]2)=[CH:10][CH:9]=1. The yield is 0.360.